Dataset: Forward reaction prediction with 1.9M reactions from USPTO patents (1976-2016). Task: Predict the product of the given reaction. (1) Given the reactants [CH3:1][CH:2]([O:4][C:5]1[CH:6]=[C:7]([O:19][C:20]2[CH:30]=[CH:29][C:23]([C:24]([O:26]CC)=[O:25])=[CH:22][CH:21]=2)[CH:8]=[C:9]([C:11]([NH:13][C:14]2[S:15][CH:16]=[CH:17][N:18]=2)=[O:12])[CH:10]=1)[CH3:3].O.[OH-].[Li+], predict the reaction product. The product is: [CH3:3][CH:2]([O:4][C:5]1[CH:6]=[C:7]([O:19][C:20]2[CH:21]=[CH:22][C:23]([C:24]([OH:26])=[O:25])=[CH:29][CH:30]=2)[CH:8]=[C:9]([C:11]([NH:13][C:14]2[S:15][CH:16]=[CH:17][N:18]=2)=[O:12])[CH:10]=1)[CH3:1]. (2) Given the reactants [CH2:1]([O:4][C:5]1([CH3:50])[CH2:10][CH2:9][N:8]([C:11]2[C:12]3[N:13]([N:28]=[C:29]([C:31]4[CH:32]=[C:33]([C:37]5[CH:42]=[C:41]([F:43])[CH:40]=[CH:39][C:38]=5[O:44][C@H:45]([CH2:47]C=C)[CH3:46])[CH:34]=[CH:35][CH:36]=4)[CH:30]=3)[CH:14]=[C:15]([CH3:27])[C:16]=2[C@H:17]([O:22][C:23]([CH3:26])([CH3:25])[CH3:24])[C:18]([O:20]C)=[O:19])[CH2:7][CH2:6]1)[CH:2]=[CH2:3].[OH-].[Na+].C1COCC1, predict the reaction product. The product is: [C:23]([O:22][C@@H:17]([C:16]1[C:15]([CH3:27])=[CH:14][N:13]2[N:28]=[C:29]3[CH:30]=[C:12]2[C:11]=1[N:8]1[CH2:7][CH2:6][C:5]([CH3:50])([O:4][CH2:1][CH2:2][CH2:3][CH2:47][C@H:45]([CH3:46])[O:44][C:38]2[CH:39]=[CH:40][C:41]([F:43])=[CH:42][C:37]=2[C:33]2[CH:32]=[C:31]3[CH:36]=[CH:35][CH:34]=2)[CH2:10][CH2:9]1)[C:18]([OH:20])=[O:19])([CH3:26])([CH3:24])[CH3:25]. (3) Given the reactants [CH:1]1[CH:2]=[CH:3][N:4]2[CH2:10][C:9]3[CH:11]=[CH:12][CH:13]=[CH:14][C:8]=3[N:7]([C:15]([C:17]3[CH:22]=[CH:21][C:20](B4OC(C)(C)C(C)(C)O4)=[C:19]([CH3:32])[CH:18]=3)=[O:16])[CH2:6][C:5]=12.FC(F)(F)S(O[C:39]1[CH:44]([CH3:45])[CH2:43][CH2:42][CH2:41][C:40]=1[CH3:46])(=O)=O, predict the reaction product. The product is: [CH:1]1[CH:2]=[CH:3][N:4]2[CH2:10][C:9]3[CH:11]=[CH:12][CH:13]=[CH:14][C:8]=3[N:7]([C:15]([C:17]3[CH:22]=[CH:21][C:20]([C:39]4[CH:44]([CH3:45])[CH2:43][CH2:42][CH2:41][C:40]=4[CH3:46])=[C:19]([CH3:32])[CH:18]=3)=[O:16])[CH2:6][C:5]=12. (4) Given the reactants C[Si](C)(C)[O:3][C:4]1[N:13]=[C:12]([O:14][Si](C)(C)C)[C:11]2[C:6](=[CH:7][CH:8]=[CH:9][CH:10]=2)[N:5]=1.Br[CH2:22][C:23]1[CH:24]=[C:25]([CH:30]=[CH:31][CH:32]=1)[C:26]([O:28][CH3:29])=[O:27].CN(C=O)C.O1CCOCC1, predict the reaction product. The product is: [CH3:29][O:28][C:26]([C:25]1[CH:24]=[C:23]([CH:32]=[CH:31][CH:30]=1)[CH2:22][N:5]1[C:6]2[C:11](=[CH:10][CH:9]=[CH:8][CH:7]=2)[C:12](=[O:14])[NH:13][C:4]1=[O:3])=[O:27]. (5) Given the reactants [CH3:1][CH:2]([C:4]1[N:8]=[C:7]([N:9]2[CH2:14][CH2:13][CH:12]([CH:15]([O:17][C:18]3[CH:19]=[CH:20][C:21]([C:24]4[CH:29]=[CH:28][C:27]([S:30]([CH3:33])(=[O:32])=[O:31])=[CH:26][CH:25]=4)=[N:22][CH:23]=3)[CH3:16])[CH2:11][CH2:10]2)[O:6][N:5]=1)[CH3:3].C(=O)=O, predict the reaction product. The product is: [CH3:3][CH:2]([C:4]1[N:8]=[C:7]([N:9]2[CH2:14][CH2:13][CH:12]([C@H:15]([O:17][C:18]3[CH:19]=[CH:20][C:21]([C:24]4[CH:25]=[CH:26][C:27]([S:30]([CH3:33])(=[O:32])=[O:31])=[CH:28][CH:29]=4)=[N:22][CH:23]=3)[CH3:16])[CH2:11][CH2:10]2)[O:6][N:5]=1)[CH3:1]. (6) Given the reactants C1C=CN=CC=1.[CH:7]1[C:8]2[C:21]3=[CH:22][C@H:23]([OH:31])[C@H:24]4[O:29][P:27]([OH:30])(=[O:28])[O:26][C@H:25]4[C@@H:20]3[NH:19][C:17](=[O:18])[C:9]=2[C:10]([OH:16])=[C:11]2[O:15][CH2:14][O:13][C:12]=12.[H][H], predict the reaction product. The product is: [CH:7]1[C:8]2[C:21]3=[CH:22][C@H:23]([OH:31])[C@H:24]4[O:29][P:27]([OH:30])(=[O:28])[O:26][C@H:25]4[C@@H:20]3[NH:19][C:17](=[O:18])[C:9]=2[C:10]([OH:16])=[C:11]2[O:15][CH2:14][O:13][C:12]=12. (7) Given the reactants [Cl:1][C:2]1[C:10]2[N:9]([CH:11]([CH3:13])[CH3:12])[CH2:8][C@@H:7]3[CH2:14][N:15](C(OC(C)(C)C)=O)[CH2:16][CH2:17][C:5]([C:6]=23)=[CH:4][CH:3]=1.Cl.C(OCC)(=O)C.C(=O)(O)[O-].[Na+], predict the reaction product. The product is: [ClH:1].[Cl:1][C:2]1[C:10]2[N:9]([CH:11]([CH3:12])[CH3:13])[CH2:8][C@@H:7]3[CH2:14][NH:15][CH2:16][CH2:17][C:5]([C:6]=23)=[CH:4][CH:3]=1. (8) Given the reactants Cl[CH2:2][CH2:3][C:4]1[C:5]2[CH:19]=[C:18]([C:20]([CH3:28])([C:22]3[NH:26][C:25]([CH3:27])=[N:24][N:23]=3)[CH3:21])[S:17][C:6]=2[NH:7][C:8]=1[C:9]1[CH:14]=[C:13]([CH3:15])[CH:12]=[C:11]([CH3:16])[CH:10]=1.C(N(C(C)C)CC)(C)C.[O:38]=[C:39]([N:47]1[CH2:51][CH2:50][CH2:49][CH2:48]1)[CH2:40][N:41]1[CH2:46][CH2:45][NH:44][CH2:43][CH2:42]1, predict the reaction product. The product is: [CH3:15][C:13]1[CH:14]=[C:9]([C:8]2[NH:7][C:6]3[S:17][C:18]([C:20]([CH3:21])([C:22]4[NH:26][C:25]([CH3:27])=[N:24][N:23]=4)[CH3:28])=[CH:19][C:5]=3[C:4]=2[CH2:3][CH2:2][N:44]2[CH2:43][CH2:42][N:41]([CH2:40][C:39](=[O:38])[N:47]3[CH2:48][CH2:49][CH2:50][CH2:51]3)[CH2:46][CH2:45]2)[CH:10]=[C:11]([CH3:16])[CH:12]=1. (9) Given the reactants [CH3:1][O:2][C:3]1[CH:11]=[CH:10][C:6]([CH2:7][C:8]#[N:9])=[CH:5][CH:4]=1.[C:12]1(=[O:18])[CH2:17][CH2:16][CH2:15][CH2:14][CH2:13]1.CC([O-])(C)C.[K+], predict the reaction product. The product is: [C:8]([CH:7]([C:6]1[CH:10]=[CH:11][C:3]([O:2][CH3:1])=[CH:4][CH:5]=1)[C:12]1([OH:18])[CH2:17][CH2:16][CH2:15][CH2:14][CH2:13]1)#[N:9].